Dataset: Reaction yield outcomes from USPTO patents with 853,638 reactions. Task: Predict the reaction yield, written as a fraction of the theoretical maximum amount of product (1.0 means a 100% yield; for example, 0.34 means a 34% yield). (1) The reactants are [O:1]1[C:5]([C@H:6]2[CH2:11][CH2:10][C@H:9]([N:12]3[C:17](=[O:18])[C:16]([CH2:19][C:20]4[CH:25]=[CH:24][C:23]([C:26]5[C:27]([C:32]#[N:33])=[CH:28][CH:29]=[CH:30][CH:31]=5)=[CH:22][CH:21]=4)=[C:15]([CH2:34][CH2:35][CH3:36])[N:14]4[N:37]=[CH:38][N:39]=[C:13]34)[CH2:8][CH2:7]2)=[CH:4][N:3]=[CH:2]1.C([Sn](=O)CCCC)CCC.[N:50]([Si](C)(C)C)=[N+:51]=[N-:52].C1(C)C=CC=CC=1. The catalyst is C(OCC)(=O)C. The product is [O:1]1[C:5]([C@H:6]2[CH2:11][CH2:10][C@H:9]([N:12]3[C:17](=[O:18])[C:16]([CH2:19][C:20]4[CH:25]=[CH:24][C:23]([C:26]5[CH:31]=[CH:30][CH:29]=[CH:28][C:27]=5[C:32]5[NH:52][N:51]=[N:50][N:33]=5)=[CH:22][CH:21]=4)=[C:15]([CH2:34][CH2:35][CH3:36])[N:14]4[N:37]=[CH:38][N:39]=[C:13]34)[CH2:8][CH2:7]2)=[CH:4][N:3]=[CH:2]1. The yield is 0.460. (2) The reactants are Cl[C:2]1[C:7]([N+:8]([O-:10])=[O:9])=[CH:6][C:5]([N+:11]([O-:13])=[O:12])=[CH:4][C:3]=1[C:14]([F:17])([F:16])[F:15].[C:18]([N:21]1[CH2:26][CH2:25][NH:24][CH2:23][CH2:22]1)(=[O:20])[CH3:19]. The catalyst is ClCCl. The product is [C:18]([N:21]1[CH2:26][CH2:25][N:24]([C:2]2[C:3]([C:14]([F:17])([F:16])[F:15])=[CH:4][C:5]([N+:11]([O-:13])=[O:12])=[CH:6][C:7]=2[N+:8]([O-:10])=[O:9])[CH2:23][CH2:22]1)(=[O:20])[CH3:19]. The yield is 0.610. (3) The reactants are [Cl:1][C:2]1[CH:15]=[C:14]([CH:16]=[CH2:17])[CH:13]=[CH:12][C:3]=1[CH2:4][NH:5][C:6]1[CH:11]=[CH:10][CH:9]=[CH:8][N:7]=1.Br[CH:19]([C:24]1[CH:25]=[C:26]([Cl:32])[C:27]([Cl:31])=[C:28]([Cl:30])[CH:29]=1)[C:20]([F:23])([F:22])[F:21].N1C=CC=CC=1C1C=CC=CN=1. The catalyst is ClC1C=CC=CC=1Cl.Cl[Cu]. The product is [Cl:1][C:2]1[CH:15]=[C:14](/[CH:16]=[CH:17]/[CH:19]([C:24]2[CH:25]=[C:26]([Cl:32])[C:27]([Cl:31])=[C:28]([Cl:30])[CH:29]=2)[C:20]([F:22])([F:21])[F:23])[CH:13]=[CH:12][C:3]=1[CH2:4][NH:5][C:6]1[CH:11]=[CH:10][CH:9]=[CH:8][N:7]=1. The yield is 0.350. (4) The reactants are [CH:1]1([N:4]2[CH2:9][CH2:8][N:7]([C:10]3[S:11][C:12]4[CH:18]=[C:17]([CH:19]=O)[CH:16]=[CH:15][C:13]=4[N:14]=3)[CH2:6][CH2:5]2)[CH2:3][CH2:2]1.Cl.[CH3:22][NH:23][CH3:24].C(O)(=O)C.[BH3-]C#N.[Na+]. The catalyst is CO.C1COCC1. The product is [CH:1]1([N:4]2[CH2:9][CH2:8][N:7]([C:10]3[S:11][C:12]4[CH:18]=[C:17]([CH2:19][N:23]([CH3:24])[CH3:22])[CH:16]=[CH:15][C:13]=4[N:14]=3)[CH2:6][CH2:5]2)[CH2:3][CH2:2]1. The yield is 0.320. (5) The reactants are [N+:1]([O-:4])(O)=[O:2].[C:5]([NH:8][C:9]1[CH:17]=[CH:16][C:12]([C:13]([OH:15])=[O:14])=[CH:11][C:10]=1[CH3:18])(=[O:7])[CH3:6]. The catalyst is S(=O)(=O)(O)O. The product is [C:5]([NH:8][C:9]1[C:17]([N+:1]([O-:4])=[O:2])=[CH:16][C:12]([C:13]([OH:15])=[O:14])=[CH:11][C:10]=1[CH3:18])(=[O:7])[CH3:6]. The yield is 0.720. (6) The reactants are [CH3:1][O:2][C:3]1[CH:4]=[C:5]([CH:7]=[CH:8][C:9]=1[O:10][CH3:11])[NH2:6].C(N(CC)CC)C.[Cl-].ClC1N(C)CC[NH+]1C.[CH3:28][O:29][C:30]1[C:31](=[O:54])[C:32]([CH3:53])=[C:33]([CH2:39][C:40]2[CH:41]=[CH:42][C:43]([O:49][C:50](=[O:52])[CH3:51])=[C:44]([CH:48]=2)[C:45](O)=[O:46])[C:34](=[O:38])[C:35]=1[O:36][CH3:37]. The catalyst is C(Cl)Cl. The product is [CH3:28][O:29][C:30]1[C:31](=[O:54])[C:32]([CH3:53])=[C:33]([CH2:39][C:40]2[CH:41]=[CH:42][C:43]([O:49][C:50](=[O:52])[CH3:51])=[C:44]([CH:48]=2)[C:45]([NH:6][C:5]2[CH:7]=[CH:8][C:9]([O:10][CH3:11])=[C:3]([O:2][CH3:1])[CH:4]=2)=[O:46])[C:34](=[O:38])[C:35]=1[O:36][CH3:37]. The yield is 0.400. (7) The reactants are [OH:1][C:2]1[CH:11]=[C:10]2[C:5]([C:6]([O:12][C:13]3[CH:14]=[C:15]4[C:19](=[CH:20][CH:21]=3)[NH:18][C:17]([CH3:22])=[CH:16]4)=[N:7][CH:8]=[N:9]2)=[CH:4][C:3]=1[O:23][CH3:24].C(=O)([O-])[O-].[K+].[K+].[CH2:31]([CH:33]1[O:35][CH2:34]1)Br.[NH:36]1[CH2:41][CH2:40][O:39][CH2:38][CH2:37]1. The catalyst is CN(C=O)C. The product is [OH:35][CH:33]([CH2:34][N:36]1[CH2:41][CH2:40][O:39][CH2:38][CH2:37]1)[CH2:31][O:1][C:2]1[CH:11]=[C:10]2[C:5]([C:6]([O:12][C:13]3[CH:14]=[C:15]4[C:19](=[CH:20][CH:21]=3)[NH:18][C:17]([CH3:22])=[CH:16]4)=[N:7][CH:8]=[N:9]2)=[CH:4][C:3]=1[O:23][CH3:24]. The yield is 0.270.